This data is from Full USPTO retrosynthesis dataset with 1.9M reactions from patents (1976-2016). The task is: Predict the reactants needed to synthesize the given product. (1) Given the product [Cl:1][C:2]1[CH:3]=[CH:4][C:5]([NH:8][C:9]2[N:14]=[C:13]([CH2:15][OH:16])[CH:12]=[CH:11][N:10]=2)=[CH:6][CH:7]=1, predict the reactants needed to synthesize it. The reactants are: [Cl:1][C:2]1[CH:7]=[CH:6][C:5]([NH:8][C:9]2[N:14]=[C:13]([C:15](OCCOCC)=[O:16])[CH:12]=[CH:11][N:10]=2)=[CH:4][CH:3]=1.CC(C[AlH]CC(C)C)C. (2) Given the product [Cl:22][C:19]1[N:20]=[C:21]2[C:16]([C:15](=[O:24])[C:14]([C:25]([OH:27])=[O:26])=[CH:13][NH:12]2)=[C:17]([CH3:23])[CH:18]=1, predict the reactants needed to synthesize it. The reactants are: COC1C=C(OC)C=CC=1C[N:12]1[C:21]2[C:16](=[C:17]([CH3:23])[CH:18]=[C:19]([Cl:22])[N:20]=2)[C:15](=[O:24])[C:14]([C:25]([O:27]CC)=[O:26])=[CH:13]1.O.[OH-].[Li+]. (3) Given the product [O:1]=[C:2]1[C@@:10]2([CH2:14][C@@H:13]([C:15]([O:17][CH3:18])=[O:16])[N:12]([C:48]([O:47][C:44]([CH3:46])([CH3:45])[CH3:43])=[O:49])[CH2:11]2)[C:9]2[C:4](=[CH:5][CH:6]=[CH:7][CH:8]=2)[NH:3]1, predict the reactants needed to synthesize it. The reactants are: [O:1]=[C:2]1[C:10]2([CH2:14][C@@H:13]([C:15]([O:17][CH3:18])=[O:16])[NH:12][CH2:11]2)[C:9]2[C:4](=[CH:5][CH:6]=[CH:7][CH:8]=2)[NH:3]1.Cl.N[C@@H](CC1C2C(=CC=CC=2)NC=1)C(OC)=O.CCN(CC)CC.[CH3:43][C:44]([O:47][C:48](O[C:48]([O:47][C:44]([CH3:46])([CH3:45])[CH3:43])=[O:49])=[O:49])([CH3:46])[CH3:45]. (4) Given the product [Cl:3][C:4]1[CH:8]=[C:7]([C:9]([NH:11][CH:12]2[CH2:13][CH2:14]2)=[O:10])[NH:6][C:5]=1[C:15]([OH:17])=[O:16], predict the reactants needed to synthesize it. The reactants are: [Li+].[OH-].[Cl:3][C:4]1[CH:8]=[C:7]([C:9]([NH:11][CH:12]2[CH2:14][CH2:13]2)=[O:10])[NH:6][C:5]=1[C:15]([O:17]C)=[O:16]. (5) Given the product [NH2:23][C:16]1[C:15]([C:13]([C:11]2[N:10]=[CH:9][N:8]([CH2:1][C:2]3[CH:7]=[CH:6][CH:5]=[CH:4][CH:3]=3)[CH:12]=2)=[O:14])=[CH:20][CH:19]=[CH:18][N:17]=1, predict the reactants needed to synthesize it. The reactants are: [CH2:1]([N:8]1[CH:12]=[C:11]([C:13]([C:15]2[C:16](F)=[N:17][CH:18]=[CH:19][CH:20]=2)=[O:14])[N:10]=[CH:9]1)[C:2]1[CH:7]=[CH:6][CH:5]=[CH:4][CH:3]=1.[OH-].[NH4+:23]. (6) Given the product [CH2:15]([O:14][C:13]1[C:8]([C:6]([OH:7])=[O:5])=[N:9][C:10]([CH2:23][C:24]2([C:29]3[CH:34]=[C:33]([Cl:35])[CH:32]=[CH:31][C:30]=3[Cl:36])[CH2:25][CH2:26][CH2:27][CH2:28]2)=[N:11][C:12]=1[OH:22])[C:16]1[CH:17]=[CH:18][CH:19]=[CH:20][CH:21]=1, predict the reactants needed to synthesize it. The reactants are: C([O:5][C:6]([C:8]1[C:13]([O:14][CH2:15][C:16]2[CH:21]=[CH:20][CH:19]=[CH:18][CH:17]=2)=[C:12]([OH:22])[N:11]=[C:10]([CH2:23][C:24]2([C:29]3[CH:34]=[C:33]([Cl:35])[CH:32]=[CH:31][C:30]=3[Cl:36])[CH2:28][CH2:27][CH2:26][CH2:25]2)[N:9]=1)=[O:7])(C)(C)C.O.C(OCC)(=O)C. (7) Given the product [NH2:7][C@@H:8]([C:12]1[N:21]([CH2:22][C:23]2[CH:24]=[CH:25][CH:26]=[CH:27][CH:28]=2)[C:20](=[O:29])[C:19]2[C:14](=[CH:15][C:16]([Cl:30])=[CH:17][CH:18]=2)[N:13]=1)[CH:9]([CH3:11])[CH3:10], predict the reactants needed to synthesize it. The reactants are: C(OC(=O)[NH:7][C@@H:8]([C:12]1[N:21]([CH2:22][C:23]2[CH:28]=[CH:27][CH:26]=[CH:25][CH:24]=2)[C:20](=[O:29])[C:19]2[C:14](=[CH:15][C:16]([Cl:30])=[CH:17][CH:18]=2)[N:13]=1)[CH:9]([CH3:11])[CH3:10])(C)(C)C.CC1C=CC(S(O)(=O)=O)=CC=1.